This data is from Reaction yield outcomes from USPTO patents with 853,638 reactions. The task is: Predict the reaction yield, written as a fraction of the theoretical maximum amount of product (1.0 means a 100% yield; for example, 0.34 means a 34% yield). (1) The reactants are [CH:1]1([C:4]2[C:5]([NH:24][S:25]([CH3:28])(=[O:27])=[O:26])=[CH:6][C:7]3[O:11][C:10]([C:12]4[CH:17]=[CH:16][C:15]([F:18])=[CH:14][CH:13]=4)=[C:9]([C:19]([NH:21][CH3:22])=[O:20])[C:8]=3[CH:23]=2)[CH2:3][CH2:2]1.[Br:29][C:30]1[CH:31]=[C:32](B(O)O)[CH:33]=[CH:34][CH:35]=1.C(N(CC)CC)C. The catalyst is ClCCl.O.C([O-])(=O)C.[Cu+2].C([O-])(=O)C. The product is [Br:29][C:30]1[CH:35]=[C:34]([N:24]([C:5]2[C:4]([CH:1]3[CH2:3][CH2:2]3)=[CH:23][C:8]3[C:9]([C:19]([NH:21][CH3:22])=[O:20])=[C:10]([C:12]4[CH:17]=[CH:16][C:15]([F:18])=[CH:14][CH:13]=4)[O:11][C:7]=3[CH:6]=2)[S:25]([CH3:28])(=[O:27])=[O:26])[CH:33]=[CH:32][CH:31]=1. The yield is 0.390. (2) The reactants are [S:1]1[CH:5]=[CH:4][CH:3]=[C:2]1[C:6]([C:8]1[CH:9]=[N:10][N:11]2[C:16]([C:17]3[CH:18]=[C:19]([C:23]4[CH:28]=[CH:27][C:26]([CH:29]=O)=[CH:25][CH:24]=4)[CH:20]=[CH:21][CH:22]=3)=[CH:15][CH:14]=[N:13][C:12]=12)=[O:7].[NH:31]1[CH2:36][CH2:35][O:34][CH2:33][CH2:32]1.C(O[BH-](OC(=O)C)OC(=O)C)(=O)C.[Na+].C(O)(=O)C. The catalyst is C(Cl)Cl.CN(C=O)C. The product is [N:31]1([CH2:29][C:26]2[CH:25]=[CH:24][C:23]([C:19]3[CH:20]=[CH:21][CH:22]=[C:17]([C:16]4[N:11]5[N:10]=[CH:9][C:8]([C:6]([C:2]6[S:1][CH:5]=[CH:4][CH:3]=6)=[O:7])=[C:12]5[N:13]=[CH:14][CH:15]=4)[CH:18]=3)=[CH:28][CH:27]=2)[CH2:36][CH2:35][O:34][CH2:33][CH2:32]1. The yield is 0.750. (3) The reactants are [CH3:1][C@H:2]1[NH:7][C@@H:6]([CH3:8])[CH2:5][N:4]([C:9]2[CH:19]=[CH:18][C:12]([C:13]([O:15]CC)=O)=[CH:11][CH:10]=2)[CH2:3]1.[CH3:20][O:21][C:22]1[CH:23]=[C:24]([CH2:30][CH2:31][C:32]2[CH:33]=[C:34]([NH2:37])[NH:35][N:36]=2)[CH:25]=[C:26]([O:28][CH3:29])[CH:27]=1.C[Al](C)C. The catalyst is ClCCl. The product is [CH3:29][O:28][C:26]1[CH:25]=[C:24]([CH2:30][CH2:31][C:32]2[CH:33]=[C:34]([NH:37][C:13](=[O:15])[C:12]3[CH:11]=[CH:10][C:9]([N:4]4[CH2:5][C@H:6]([CH3:8])[NH:7][C@H:2]([CH3:1])[CH2:3]4)=[CH:19][CH:18]=3)[NH:35][N:36]=2)[CH:23]=[C:22]([O:21][CH3:20])[CH:27]=1. The yield is 0.502. (4) The reactants are Cl[C:2]1[N:7]=[CH:6][C:5]([C:8]2[C:13]([C:14]([F:17])([F:16])[F:15])=[CH:12][CH:11]=[CH:10][N:9]=2)=[CH:4][C:3]=1[NH2:18].[Cl-].[NH4+].[OH-].[NH4+].C[N:24]([CH:26]=[O:27])C. The catalyst is O.[C-]#N.[Zn+2].[C-]#N.C1(P(C2C=CC=CC=2)[C-]2C=CC=C2)C=CC=CC=1.[C-]1(P(C2C=CC=CC=2)C2C=CC=CC=2)C=CC=C1.[Fe+2]. The product is [NH2:18][C:3]1[C:2]([C:26]([NH2:24])=[O:27])=[N:7][CH:6]=[C:5]([C:8]2[C:13]([C:14]([F:17])([F:16])[F:15])=[CH:12][CH:11]=[CH:10][N:9]=2)[CH:4]=1. The yield is 0.900. (5) The reactants are Br[C:2]1[CH:3]=[C:4]([N+:9]([O-:11])=[O:10])[C:5]([CH3:8])=[N:6][CH:7]=1.[CH2:12]([NH:15][C:16](=[O:22])[O:17][C:18]([CH3:21])([CH3:20])[CH3:19])[C:13]#[CH:14]. The catalyst is Cl[Pd](Cl)([P](C1C=CC=CC=1)(C1C=CC=CC=1)C1C=CC=CC=1)[P](C1C=CC=CC=1)(C1C=CC=CC=1)C1C=CC=CC=1.[Cu]I. The product is [CH3:8][C:5]1[N:6]=[CH:7][C:2]([C:14]#[C:13][CH2:12][NH:15][C:16](=[O:22])[O:17][C:18]([CH3:20])([CH3:19])[CH3:21])=[CH:3][C:4]=1[N+:9]([O-:11])=[O:10]. The yield is 0.790. (6) The reactants are Br[C:2]1[CH:3]=[C:4]2[C:9](=[CH:10][CH:11]=1)[NH:8][C:7](=[O:12])[NH:6][C:5]2=[O:13].[O:14]1[CH:18]=[CH:17][CH:16]=[C:15]1B(O)O.P([O-])([O-])([O-])=O.[K+].[K+].[K+].O. The catalyst is CN(C=O)C.C1C=CC([P]([Pd]([P](C2C=CC=CC=2)(C2C=CC=CC=2)C2C=CC=CC=2)([P](C2C=CC=CC=2)(C2C=CC=CC=2)C2C=CC=CC=2)[P](C2C=CC=CC=2)(C2C=CC=CC=2)C2C=CC=CC=2)(C2C=CC=CC=2)C2C=CC=CC=2)=CC=1. The product is [O:14]1[CH:18]=[CH:17][CH:16]=[C:15]1[C:2]1[CH:3]=[C:4]2[C:9](=[CH:10][CH:11]=1)[NH:8][C:7](=[O:12])[NH:6][C:5]2=[O:13]. The yield is 0.900. (7) The reactants are C1([C@@H]([O:9][C:10](=[O:25])[C@@H:11]([C:18]2[CH:23]=[CH:22][CH:21]=[CH:20][C:19]=2[F:24])[N:12]2[CH2:17][CH2:16][CH2:15][CH2:14][CH2:13]2)C)C=CC=CC=1. The catalyst is C(O)C.[OH-].[OH-].[Pd+2]. The product is [F:24][C:19]1[CH:20]=[CH:21][CH:22]=[CH:23][C:18]=1[C@@H:11]([N:12]1[CH2:17][CH2:16][CH2:15][CH2:14][CH2:13]1)[C:10]([OH:25])=[O:9]. The yield is 0.980. (8) The reactants are C([O:3][C:4](=O)[C:5]1[CH:10]=[CH:9][CH:8]=[C:7]([Br:11])[CH:6]=1)C.C(O)C.O.[NH2:17][NH2:18]. The catalyst is O. The product is [Br:11][C:7]1[CH:6]=[C:5]([CH:10]=[CH:9][CH:8]=1)[C:4]([NH:17][NH2:18])=[O:3]. The yield is 0.860. (9) The reactants are [O:1]=[C:2]1[C:6]2([CH2:11][CH2:10][N:9]([C:12]([O:14][C:15]([CH3:18])([CH3:17])[CH3:16])=[O:13])[CH2:8][CH2:7]2)[N:5]([C:19]2[CH:24]=[CH:23][CH:22]=[CH:21][CH:20]=2)[CH2:4][NH:3]1.Br[C@@H:26]([C:31]1[CH:36]=[CH:35][CH:34]=[CH:33][CH:32]=1)[C:27]([O:29][CH3:30])=[O:28].C(=O)([O-])[O-].[K+].[K+]. The yield is 0.423. The catalyst is CN(C)C=O. The product is [CH3:30][O:29][C:27](=[O:28])[C@@H:26]([N:3]1[C:2](=[O:1])[C:6]2([CH2:7][CH2:8][N:9]([C:12]([O:14][C:15]([CH3:18])([CH3:17])[CH3:16])=[O:13])[CH2:10][CH2:11]2)[N:5]([C:19]2[CH:20]=[CH:21][CH:22]=[CH:23][CH:24]=2)[CH2:4]1)[C:31]1[CH:32]=[CH:33][CH:34]=[CH:35][CH:36]=1.